Dataset: Forward reaction prediction with 1.9M reactions from USPTO patents (1976-2016). Task: Predict the product of the given reaction. (1) Given the reactants Cl[C:2]1[N:11]=[C:10]([NH:12][CH2:13][C:14]2[CH:19]=[CH:18][C:17]([NH:20][C:21](=[O:29])[C:22]3[CH:27]=[CH:26][C:25]([F:28])=[CH:24][CH:23]=3)=[CH:16][CH:15]=2)[C:9]2[C:4](=[CH:5][CH:6]=[CH:7][CH:8]=2)[N:3]=1.[NH:30]1[CH2:35][CH2:34][O:33][CH2:32][CH2:31]1, predict the reaction product. The product is: [F:28][C:25]1[CH:26]=[CH:27][C:22]([C:21]([NH:20][C:17]2[CH:18]=[CH:19][C:14]([CH2:13][NH:12][C:10]3[C:9]4[C:4](=[CH:5][CH:6]=[CH:7][CH:8]=4)[N:3]=[C:2]([N:30]4[CH2:35][CH2:34][O:33][CH2:32][CH2:31]4)[N:11]=3)=[CH:15][CH:16]=2)=[O:29])=[CH:23][CH:24]=1. (2) Given the reactants [CH3:1][C:2]1[CH:3]=[CH:4][C:5]2[N:6]([C:8]([C:29]3[CH:34]=[CH:33][CH:32]=[CH:31][CH:30]=3)=[C:9]([C:11]3[CH:16]=[CH:15][C:14]([C:17]4([NH:21]C(=O)OC(C)(C)C)[CH2:20][CH2:19][CH2:18]4)=[CH:13][CH:12]=3)[N:10]=2)[N:7]=1.Cl.O1CCOCC1.[OH-].[Na+], predict the reaction product. The product is: [CH3:1][C:2]1[CH:3]=[CH:4][C:5]2[N:6]([C:8]([C:29]3[CH:34]=[CH:33][CH:32]=[CH:31][CH:30]=3)=[C:9]([C:11]3[CH:12]=[CH:13][C:14]([C:17]4([NH2:21])[CH2:18][CH2:19][CH2:20]4)=[CH:15][CH:16]=3)[N:10]=2)[N:7]=1. (3) Given the reactants C(S([N:6]1[CH2:11][CH2:10][CH:9](C2C3C(=C(C(N)=O)C=C(C4SC(CNCC(C)CC)=CC=4)C=3)NC=2)[CH2:8][CH2:7]1)(=O)=O)C.[CH:36]([C:38]1[S:42][C:41]([B:43]([OH:45])[OH:44])=[CH:40][CH:39]=1)=O.C(N)CCCC.[BH3-]C#N.[Na+], predict the reaction product. The product is: [CH2:7]([NH:6][CH2:36][C:38]1[S:42][C:41]([B:43]([OH:45])[OH:44])=[CH:40][CH:39]=1)[CH2:8][CH2:9][CH2:10][CH3:11].